Dataset: Reaction yield outcomes from USPTO patents with 853,638 reactions. Task: Predict the reaction yield, written as a fraction of the theoretical maximum amount of product (1.0 means a 100% yield; for example, 0.34 means a 34% yield). (1) The reactants are [Cl:1][C:2]1[N:10]=[CH:9][C:8]([F:11])=[CH:7][C:3]=1[C:4]([NH2:6])=O.CCN(CC)CC.C(OC(C(F)(F)F)=O)(C(F)(F)F)=O. The catalyst is C(Cl)Cl. The product is [Cl:1][C:2]1[N:10]=[CH:9][C:8]([F:11])=[CH:7][C:3]=1[C:4]#[N:6]. The yield is 0.860. (2) The reactants are [CH3:1][C:2]1[CH:3]=[C:4]([C:9]2[N:14]=[C:13]([NH:15][CH:16]3[CH2:18][CH2:17]3)[N:12]=[C:11](Cl)[C:10]=2[C:20]#[N:21])[CH:5]=[CH:6][C:7]=1[CH3:8].[SH:22][CH2:23][C:24]([NH2:26])=[O:25].C([O-])([O-])=O.[Na+].[Na+].CC[O-].[Na+]. The catalyst is C(O)C.O. The product is [NH2:21][C:20]1[C:10]2[C:9]([C:4]3[CH:5]=[CH:6][C:7]([CH3:8])=[C:2]([CH3:1])[CH:3]=3)=[N:14][C:13]([NH:15][CH:16]3[CH2:18][CH2:17]3)=[N:12][C:11]=2[S:22][C:23]=1[C:24]([NH2:26])=[O:25]. The yield is 0.0400. (3) The reactants are Cl.Cl.C(O[C:6]([C:8]1[CH:9]=[C:10]2[C:14](=[CH:15][CH:16]=1)[NH:13][N:12]=[C:11]2[C:17]1[CH:26]=[CH:25][C:24]2[C:19](=[CH:20][CH:21]=[C:22]([F:27])[CH:23]=2)[CH:18]=1)=[NH:7])C.[N:28]1([CH2:33][C:34]([NH:36][NH2:37])=O)[CH2:32][CH2:31][CH2:30][CH2:29]1.C(N(CC)CC)C. The catalyst is CO. The product is [F:27][C:22]1[CH:23]=[C:24]2[C:19](=[CH:20][CH:21]=1)[CH:18]=[C:17]([C:11]1[C:10]3[C:14](=[CH:15][CH:16]=[C:8]([C:6]4[NH:37][N:36]=[C:34]([CH2:33][N:28]5[CH2:32][CH2:31][CH2:30][CH2:29]5)[N:7]=4)[CH:9]=3)[NH:13][N:12]=1)[CH:26]=[CH:25]2. The yield is 0.430. (4) The reactants are C1COCC1.Br[CH:7]1[CH2:9][CH2:8]1.[CH3:10][C:11]1[CH:18]=[CH:17][CH:16]=[CH:15][C:12]=1[C:13]#[N:14].[BH4-].[Na+]. The catalyst is CO. The product is [CH:7]1([CH:13]([C:12]2[CH:15]=[CH:16][CH:17]=[CH:18][C:11]=2[CH3:10])[NH2:14])[CH2:9][CH2:8]1. The yield is 0.870.